From a dataset of Peptide-MHC class II binding affinity with 134,281 pairs from IEDB. Regression. Given a peptide amino acid sequence and an MHC pseudo amino acid sequence, predict their binding affinity value. This is MHC class II binding data. (1) The peptide sequence is ETIVENLLANVYHQI. The MHC is DRB1_0401 with pseudo-sequence DRB1_0401. The binding affinity (normalized) is 0.383. (2) The peptide sequence is MWDPDVYLAFSGHRN. The MHC is HLA-DQA10102-DQB10502 with pseudo-sequence HLA-DQA10102-DQB10502. The binding affinity (normalized) is 0.109. (3) The peptide sequence is PADKYRTFVATFGAA. The MHC is HLA-DPA10103-DPB10301 with pseudo-sequence HLA-DPA10103-DPB10301. The binding affinity (normalized) is 0.468. (4) The peptide sequence is ALHIIAGTPEVHAVK. The MHC is DRB1_1302 with pseudo-sequence DRB1_1302. The binding affinity (normalized) is 0.603. (5) The peptide sequence is GELQIVDKIDRAFKI. The MHC is DRB4_0101 with pseudo-sequence DRB4_0103. The binding affinity (normalized) is 0.739. (6) The peptide sequence is TGVMRGNHYAFVGVM. The MHC is HLA-DQA10201-DQB10303 with pseudo-sequence HLA-DQA10201-DQB10303. The binding affinity (normalized) is 0.571.